This data is from Forward reaction prediction with 1.9M reactions from USPTO patents (1976-2016). The task is: Predict the product of the given reaction. (1) Given the reactants [CH2:1]([O:3][C:4]([CH:6]1[CH2:13][CH:12]2[N:14]([CH2:15][C:16]([O:18][CH2:19][CH3:20])=[O:17])[CH:8]([CH2:9][C:10](=[O:21])[CH2:11]2)[CH2:7]1)=[O:5])[CH3:2].[BH4-].[Na+], predict the reaction product. The product is: [CH2:1]([O:3][C:4]([CH:6]1[CH2:13][CH:12]2[N:14]([CH2:15][C:16]([O:18][CH2:19][CH3:20])=[O:17])[CH:8]([CH2:9][CH:10]([OH:21])[CH2:11]2)[CH2:7]1)=[O:5])[CH3:2]. (2) Given the reactants [CH2:1]([C:8]1([CH3:30])[C:13](=[O:14])[N:12]([CH3:15])[C:11](=[O:16])[N:10]([CH2:17][C:18]2([C:23]3[CH:28]=[CH:27][CH:26]=[CH:25][CH:24]=3)OCC[O:19]2)[C:9]1=[O:29])[C:2]1[CH:7]=[CH:6][CH:5]=[CH:4][CH:3]=1.Cl, predict the reaction product. The product is: [CH2:1]([C:8]1([CH3:30])[C:13](=[O:14])[N:12]([CH3:15])[C:11](=[O:16])[N:10]([CH2:17][C:18](=[O:19])[C:23]2[CH:28]=[CH:27][CH:26]=[CH:25][CH:24]=2)[C:9]1=[O:29])[C:2]1[CH:7]=[CH:6][CH:5]=[CH:4][CH:3]=1. (3) Given the reactants [C:1]1([C:21]2[CH:26]=[CH:25][CH:24]=[CH:23][CH:22]=2)[CH:6]=[CH:5][C:4]([CH2:7][C@H:8]2[N:12]([C:13](=[O:18])[C:14]([CH3:17])([CH3:16])[CH3:15])[C:11](=[O:19])[C@H:10]([CH3:20])[CH2:9]2)=[CH:3][CH:2]=1.[CH:27]([N-]C(C)C)(C)C.[Li+].CI.NCCC(CN)O.S(=O)(=O)(O)O, predict the reaction product. The product is: [C:1]1([C:21]2[CH:22]=[CH:23][CH:24]=[CH:25][CH:26]=2)[CH:2]=[CH:3][C:4]([CH2:7][C@H:8]2[N:12]([C:13](=[O:18])[C:14]([CH3:17])([CH3:16])[CH3:15])[C:11](=[O:19])[C:10]([CH3:27])([CH3:20])[CH2:9]2)=[CH:5][CH:6]=1. (4) Given the reactants [F:1][C:2]1[CH:7]=[C:6](B2OC(C)(C)C(C)(C)O2)[CH:5]=[CH:4][C:3]=1[C:17]1[N:18]=[CH:19][C:20]([NH2:23])=[N:21][CH:22]=1.Br[C:25]1[CH:30]=[CH:29][CH:28]=[CH:27][C:26]=1[S:31]([N:34]1[CH2:38][CH:37]([OH:39])[CH:36]([N:40]2[CH2:44][CH2:43][CH2:42][CH2:41]2)[CH2:35]1)(=[O:33])=[O:32], predict the reaction product. The product is: [NH2:23][C:20]1[N:21]=[CH:22][C:17]([C:3]2[CH:4]=[CH:5][C:6]([C:25]3[CH:30]=[CH:29][CH:28]=[CH:27][C:26]=3[S:31]([N:34]3[CH2:38][CH:37]([OH:39])[CH:36]([N:40]4[CH2:44][CH2:43][CH2:42][CH2:41]4)[CH2:35]3)(=[O:33])=[O:32])=[CH:7][C:2]=2[F:1])=[N:18][CH:19]=1.